Dataset: Reaction yield outcomes from USPTO patents with 853,638 reactions. Task: Predict the reaction yield, written as a fraction of the theoretical maximum amount of product (1.0 means a 100% yield; for example, 0.34 means a 34% yield). (1) The reactants are [O:1]1CCO[CH:2]1[C:6]1[CH:11]=[CH:10][C:9]([C:12]([CH3:27])([C:20]([O:22][C:23]([CH3:26])([CH3:25])[CH3:24])=[O:21])[C:13]([O:15][C:16]([CH3:19])([CH3:18])[CH3:17])=[O:14])=[CH:8][C:7]=1[F:28].NC(N)=S. The catalyst is CCO.O. The product is [F:28][C:7]1[CH:8]=[C:9]([C:12]([CH3:27])([C:20]([O:22][C:23]([CH3:26])([CH3:25])[CH3:24])=[O:21])[C:13]([O:15][C:16]([CH3:17])([CH3:18])[CH3:19])=[O:14])[CH:10]=[CH:11][C:6]=1[CH:2]=[O:1]. The yield is 1.00. (2) The reactants are [N:1]12[CH2:24][CH2:23][CH2:22][C@@H:21]1[C:20](=[O:25])[O:19][CH2:18][CH:17]=[CH:16][CH2:15][O:14][C:13](=[O:26])[C@@H:12]1[N:8]([CH2:9][CH2:10][CH2:11]1)[C:7](=[O:27])[CH2:6][CH2:5][CH2:4][CH2:3][C:2]2=[O:28]. The catalyst is C(OC(=O)C)C.[Pd]. The product is [N:1]12[CH2:24][CH2:23][CH2:22][C@@H:21]1[C:20](=[O:25])[O:19][CH2:18][CH2:17][CH2:16][CH2:15][O:14][C:13](=[O:26])[C@@H:12]1[N:8]([CH2:9][CH2:10][CH2:11]1)[C:7](=[O:27])[CH2:6][CH2:5][CH2:4][CH2:3][C:2]2=[O:28]. The yield is 0.980. (3) The reactants are [NH2:1][C:2]1[N:3]=[C:4]2[CH:9]=[CH:8][C:7]([O:10][C:11]3[CH:12]=[C:13]([NH:17][C:18](=[O:29])[C:19]4[CH:24]=[CH:23][CH:22]=[C:21]([C:25]([F:28])([F:27])[F:26])[CH:20]=4)[CH:14]=[CH:15][CH:16]=3)=[N:6][N:5]2[CH:30]=1.[CH3:31][CH:32]([CH3:36])[C:33](O)=[O:34].Cl.CN(C)CCCN=C=NCC.ON1C2C=CC=CC=2N=N1.C(N(CC)CC)C. The catalyst is CN(C)C=O. The product is [C:33]([NH:1][C:2]1[N:3]=[C:4]2[CH:9]=[CH:8][C:7]([O:10][C:11]3[CH:12]=[C:13]([NH:17][C:18](=[O:29])[C:19]4[CH:24]=[CH:23][CH:22]=[C:21]([C:25]([F:28])([F:27])[F:26])[CH:20]=4)[CH:14]=[CH:15][CH:16]=3)=[N:6][N:5]2[CH:30]=1)(=[O:34])[CH:32]([CH3:36])[CH3:31]. The yield is 0.420. (4) The reactants are Cl[CH2:2][C:3]1[O:7][N:6]=[C:5]([CH2:8][CH3:9])[N:4]=1.[Cl:10][C:11]1[C:12]([O:34][CH3:35])=[CH:13][C:14]([O:32][CH3:33])=[C:15]([CH2:17][CH2:18][C:19]2([CH:27]3[CH2:31][CH2:30][CH2:29][CH2:28]3)[O:24][C:23](=[O:25])[CH2:22][C:21](=[O:26])[CH2:20]2)[CH:16]=1. No catalyst specified. The product is [Cl:10][C:11]1[C:12]([O:34][CH3:35])=[CH:13][C:14]([O:32][CH3:33])=[C:15]([CH2:17][CH2:18][C:19]2([CH:27]3[CH2:31][CH2:30][CH2:29][CH2:28]3)[O:24][C:23](=[O:25])[C:22]([CH2:2][C:3]3[O:7][N:6]=[C:5]([CH2:8][CH3:9])[N:4]=3)=[C:21]([OH:26])[CH2:20]2)[CH:16]=1. The yield is 0.0700. (5) The reactants are [O:1]1[CH2:6][CH2:5][N:4]([C:7]2[CH:13]=[CH:12][C:10]([NH2:11])=[CH:9][CH:8]=2)[CH2:3][CH2:2]1.O[CH:15]=[C:16]1[C:24]2[C:19](=[CH:20][CH:21]=[CH:22][CH:23]=2)[NH:18][C:17]1=[O:25]. The catalyst is O1CCCC1. The product is [O:1]1[CH2:2][CH2:3][N:4]([C:7]2[CH:13]=[CH:12][C:10]([NH:11][CH:15]=[C:16]3[C:24]4[C:19](=[CH:20][CH:21]=[CH:22][CH:23]=4)[NH:18][C:17]3=[O:25])=[CH:9][CH:8]=2)[CH2:5][CH2:6]1. The yield is 0.920. (6) The reactants are Br[C:2]1[CH:7]=[CH:6][C:5]([Br:8])=[CH:4][CH:3]=1.[Li]CCCC.[N:14]1[CH:19]=[CH:18][CH:17]=[N:16][C:15]=1[N:20]1[CH2:25][CH2:24][C:23](=[O:26])[CH2:22][CH2:21]1. The catalyst is C1COCC1. The product is [Br:8][C:5]1[CH:6]=[CH:7][C:2]([C:23]2([OH:26])[CH2:22][CH2:21][N:20]([C:15]3[N:16]=[CH:17][CH:18]=[CH:19][N:14]=3)[CH2:25][CH2:24]2)=[CH:3][CH:4]=1. The yield is 0.930. (7) The reactants are [Br:1][C:2]1[CH:3]=[C:4]([C:9](=O)[CH2:10][C:11]2[CH:16]=[CH:15][C:14]([N:17]([CH3:19])[CH3:18])=[CH:13][CH:12]=2)[C:5](F)=[N:6][CH:7]=1.C(O)C.[NH2:24][NH2:25]. The catalyst is O. The product is [Br:1][C:2]1[CH:3]=[C:4]2[C:9]([CH2:10][C:11]3[CH:16]=[CH:15][C:14]([N:17]([CH3:19])[CH3:18])=[CH:13][CH:12]=3)=[N:25][NH:24][C:5]2=[N:6][CH:7]=1. The yield is 0.570. (8) The reactants are C[O:2][C:3]([C:5]1[C:9]2=[N:10][C:11]([C:14]3[C:22]4[C:17](=[CH:18][CH:19]=[C:20]([S:23]([CH3:26])(=[O:25])=[O:24])[CH:21]=4)[N:16]([CH3:27])[N:15]=3)=[CH:12][N:13]=[C:8]2[N:7](COC(=O)C(C)(C)C)[CH:6]=1)=[O:4].[OH-].[Na+]. The catalyst is O1CCOCC1.O. The product is [CH3:26][S:23]([C:20]1[CH:21]=[C:22]2[C:17](=[CH:18][CH:19]=1)[N:16]([CH3:27])[N:15]=[C:14]2[C:11]1[N:10]=[C:9]2[C:5]([C:3]([OH:4])=[O:2])=[CH:6][NH:7][C:8]2=[N:13][CH:12]=1)(=[O:25])=[O:24]. The yield is 0.677.